This data is from Peptide-MHC class I binding affinity with 185,985 pairs from IEDB/IMGT. The task is: Regression. Given a peptide amino acid sequence and an MHC pseudo amino acid sequence, predict their binding affinity value. This is MHC class I binding data. (1) The peptide sequence is TELRYSWKTW. The MHC is HLA-B44:03 with pseudo-sequence HLA-B44:03. The binding affinity (normalized) is 0.677. (2) The peptide sequence is ATSRTLSYYK. The MHC is HLA-A31:01 with pseudo-sequence HLA-A31:01. The binding affinity (normalized) is 0.750. (3) The peptide sequence is ILKINSVKYY. The MHC is HLA-A31:01 with pseudo-sequence HLA-A31:01. The binding affinity (normalized) is 0.214. (4) The peptide sequence is HPRHYATIM. The MHC is HLA-B35:03 with pseudo-sequence HLA-B35:03. The binding affinity (normalized) is 0.278.